Dataset: Reaction yield outcomes from USPTO patents with 853,638 reactions. Task: Predict the reaction yield, written as a fraction of the theoretical maximum amount of product (1.0 means a 100% yield; for example, 0.34 means a 34% yield). (1) The reactants are [CH2:1]([C:5]1[N:10]2[N:11]=[CH:12][N:13]=[C:9]2[N:8]([CH:14]2[CH2:23][CH2:22][C:17]3(OCC[O:18]3)[CH2:16][CH2:15]2)[C:7](=[O:24])[C:6]=1[CH2:25][C:26]1[CH:31]=[CH:30][C:29]([C:32]2[C:33]([C:38]#[N:39])=[CH:34][CH:35]=[CH:36][CH:37]=2)=[CH:28][CH:27]=1)[CH2:2][CH2:3][CH3:4].Cl.O1CCCC1.[BH4-].[Na+]. The yield is 1.00. The product is [CH2:1]([C:5]1[N:10]2[N:11]=[CH:12][N:13]=[C:9]2[N:8]([CH:14]2[CH2:23][CH2:22][CH:17]([OH:18])[CH2:16][CH2:15]2)[C:7](=[O:24])[C:6]=1[CH2:25][C:26]1[CH:31]=[CH:30][C:29]([C:32]2[C:33]([C:38]#[N:39])=[CH:34][CH:35]=[CH:36][CH:37]=2)=[CH:28][CH:27]=1)[CH2:2][CH2:3][CH3:4]. The catalyst is C(OCC)(=O)C.CO. (2) The reactants are [CH3:1][O:2][C:3]1[CH:4]=[C:5]2[C:9](=[CH:10][CH:11]=1)[NH:8][CH:7]=[CH:6]2.C([BH3-])#N.[Na+].[OH-].[Na+]. The catalyst is C(O)(=O)C. The product is [CH3:1][O:2][C:3]1[CH:4]=[C:5]2[C:9](=[CH:10][CH:11]=1)[NH:8][CH2:7][CH2:6]2. The yield is 0.990.